Task: Predict the reaction yield, written as a fraction of the theoretical maximum amount of product (1.0 means a 100% yield; for example, 0.34 means a 34% yield).. Dataset: Reaction yield outcomes from USPTO patents with 853,638 reactions (1) The reactants are Br[C:2]1[CH:6]=[CH:5][S:4][CH:3]=1.[CH2:7]1[CH2:11][O:10][CH2:9][CH2:8]1.CON(C)C(=O)CCC. The catalyst is CC(C)=O.O. The product is [S:4]1[CH:5]=[CH:6][C:2]([C:9](=[O:10])[CH2:8][CH2:7][CH3:11])=[CH:3]1. The yield is 0.640. (2) The reactants are [CH2:1]([O:8][P:9]([O:19][C:20]1[CH:28]=[C:27]2[C:23]([C@H:24]([CH2:38][Cl:39])[CH2:25][N:26]2[C:29](=[O:37])[CH2:30][CH2:31][CH2:32][C:33]([O:35]C)=[O:34])=[C:22]2[C:40]([CH3:43])=[CH:41][S:42][C:21]=12)([O:11][CH2:12][C:13]1[CH:18]=[CH:17][CH:16]=[CH:15][CH:14]=1)=[O:10])[C:2]1[CH:7]=[CH:6][CH:5]=[CH:4][CH:3]=1.[Li+].[OH-].O.Cl. The catalyst is C1COCC1.O.C(Cl)Cl. The product is [CH2:1]([O:8][P:9]([O:19][C:20]1[CH:28]=[C:27]2[C:23]([C@H:24]([CH2:38][Cl:39])[CH2:25][N:26]2[C:29](=[O:37])[CH2:30][CH2:31][CH2:32][C:33]([OH:35])=[O:34])=[C:22]2[C:40]([CH3:43])=[CH:41][S:42][C:21]=12)([O:11][CH2:12][C:13]1[CH:14]=[CH:15][CH:16]=[CH:17][CH:18]=1)=[O:10])[C:2]1[CH:7]=[CH:6][CH:5]=[CH:4][CH:3]=1. The yield is 0.120. (3) The reactants are C[N:2]([CH:4]=[C:5]([C:10](=[O:14])[CH2:11][O:12][CH3:13])[C:6]([O:8][CH3:9])=[O:7])C.Cl.NO. The catalyst is CO. The product is [CH3:13][O:12][CH2:11][C:10]1[O:14][N:2]=[CH:4][C:5]=1[C:6]([O:8][CH3:9])=[O:7]. The yield is 0.180.